From a dataset of Catalyst prediction with 721,799 reactions and 888 catalyst types from USPTO. Predict which catalyst facilitates the given reaction. The catalyst class is: 1. Product: [CH2:13]([C:5]1[C:4]([O:26][CH3:27])=[C:3]([O:2][CH3:1])[C:8]([CH3:28])=[C:7]([O:9][CH3:10])[C:6]=1[O:11][CH3:12])[CH2:14][CH2:15][CH2:16][CH2:17][CH2:18][CH2:19][CH2:20][CH2:21][CH2:22][CH2:23][CH2:24][CH2:25][CH2:36][CH2:37][CH3:38]. Reactant: [CH3:1][O:2][C:3]1[CH:8]=[C:7]([O:9][CH3:10])[C:6]([O:11][CH3:12])=[C:5]([CH2:13][CH2:14][CH2:15][CH2:16][CH2:17][CH2:18][CH2:19][CH2:20][CH2:21][CH2:22][CH2:23][CH2:24][CH3:25])[C:4]=1[O:26][CH3:27].[CH3:28]N(C)CCN(C)C.[CH2:36]([Li])[CH2:37][CH2:38]C.CI.